This data is from Catalyst prediction with 721,799 reactions and 888 catalyst types from USPTO. The task is: Predict which catalyst facilitates the given reaction. (1) Reactant: [Cl:1][C:2]1[CH:7]=[CH:6][C:5]([C:8]2([O:26][C@H:25]([CH2:27][O:28][C:29](=[O:31])[CH3:30])[C@@H:20]([O:21][C:22](=[O:24])[CH3:23])[C@H:15]([O:16][C:17](=[O:19])[CH3:18])[C@H:10]2[O:11][C:12](=[O:14])[CH3:13])[OH:9])=[CH:4][C:3]=1[CH2:32]Br.C[N+]1([O-])CC[O:38]CC1. Product: [Cl:1][C:2]1[CH:7]=[CH:6][C:5]([C:8]2([O:26][C@H:25]([CH2:27][O:28][C:29](=[O:31])[CH3:30])[C@@H:20]([O:21][C:22](=[O:24])[CH3:23])[C@H:15]([O:16][C:17](=[O:19])[CH3:18])[C@H:10]2[O:11][C:12](=[O:14])[CH3:13])[OH:9])=[CH:4][C:3]=1[CH:32]=[O:38]. The catalyst class is: 10. (2) Reactant: [OH:1][CH:2]1[CH2:6][CH2:5][CH2:4][C:3]1([CH2:12][CH:13]([CH3:15])[CH3:14])[C:7]([O:9][CH2:10][CH3:11])=[O:8].C(Cl)Cl.[C:19](Cl)(=[O:26])[C:20]1[CH:25]=[CH:24][CH:23]=[CH:22][CH:21]=1. Product: [CH2:12]([C:3]1([C:7]([O:9][CH2:10][CH3:11])=[O:8])[CH2:4][CH2:5][CH2:6][CH:2]1[O:1][C:19](=[O:26])[C:20]1[CH:25]=[CH:24][CH:23]=[CH:22][CH:21]=1)[CH:13]([CH3:14])[CH3:15]. The catalyst class is: 17.